The task is: Regression/Classification. Given a drug SMILES string, predict its absorption, distribution, metabolism, or excretion properties. Task type varies by dataset: regression for continuous measurements (e.g., permeability, clearance, half-life) or binary classification for categorical outcomes (e.g., BBB penetration, CYP inhibition). For this dataset (solubility_aqsoldb), we predict Y.. This data is from Aqueous solubility values for 9,982 compounds from the AqSolDB database. (1) The compound is Cn1c(=O)on(-c2ccc(Cl)c(Cl)c2)c1=O. The Y is -2.82 log mol/L. (2) The molecule is CC(=O)C(C)=O. The Y is 0.366 log mol/L. (3) The molecule is CCC(C)(OOC(C)(C)C)OOC(C)(C)C. The Y is -4.45 log mol/L. (4) The molecule is CCN(CC)C(=O)CCC(=O)OCn1ncc2c(=O)[nH]cnc21. The Y is -0.990 log mol/L. (5) The Y is -0.895 log mol/L. The molecule is O=c1[n-]c(=O)n(Cl)c(=O)n1Cl.[Na+]. (6) The Y is -5.38 log mol/L. The compound is C=C(C)C(=O)OCCOc1ccc(C(C)(C)c2ccc(OCCOC(=O)C(=C)C)cc2)cc1. (7) The molecule is Nc1cccc2cccc(S(=O)(=O)O)c12. The Y is -3.07 log mol/L.